Task: Regression. Given a peptide amino acid sequence and an MHC pseudo amino acid sequence, predict their binding affinity value. This is MHC class I binding data.. Dataset: Peptide-MHC class I binding affinity with 185,985 pairs from IEDB/IMGT (1) The peptide sequence is KLPTWLGAAI. The MHC is HLA-A02:02 with pseudo-sequence HLA-A02:02. The binding affinity (normalized) is 0.572. (2) The peptide sequence is SASEAVNDSR. The MHC is HLA-B58:01 with pseudo-sequence HLA-B58:01. The binding affinity (normalized) is 0.659.